From a dataset of Reaction yield outcomes from USPTO patents with 853,638 reactions. Predict the reaction yield, written as a fraction of the theoretical maximum amount of product (1.0 means a 100% yield; for example, 0.34 means a 34% yield). (1) The reactants are [NH2:1][C:2]1[CH:12]=[C:11]([O:13][CH3:14])[C:10]([O:15][CH2:16][CH2:17][CH2:18][CH2:19][CH2:20][CH2:21][C:22]([O:24][CH2:25][CH3:26])=[O:23])=[CH:9][C:3]=1[C:4](OCC)=[O:5].[CH:27]([O-])=O.[NH4+:30]. The catalyst is C(N)=O. The product is [CH3:14][O:13][C:11]1[CH:12]=[C:2]2[C:3]([C:4](=[O:5])[NH:30][CH:27]=[N:1]2)=[CH:9][C:10]=1[O:15][CH2:16][CH2:17][CH2:18][CH2:19][CH2:20][CH2:21][C:22]([O:24][CH2:25][CH3:26])=[O:23]. The yield is 0.990. (2) The catalyst is C1COCC1. The reactants are F[C:2]1[CH:20]=[C:19]([N+:21]([O-:23])=[O:22])[CH:18]=[CH:17][C:3]=1[N:4]([CH2:12][C:13]([F:16])([F:15])[F:14])[C@H:5]([CH2:8][CH:9]([CH3:11])[CH3:10])[CH2:6][OH:7].[H-].[Na+]. The product is [CH2:8]([C@H:5]1[N:4]([CH2:12][C:13]([F:16])([F:15])[F:14])[C:3]2[CH:17]=[CH:18][C:19]([N+:21]([O-:23])=[O:22])=[CH:20][C:2]=2[O:7][CH2:6]1)[CH:9]([CH3:11])[CH3:10]. The yield is 0.500. (3) The reactants are C[O:2][C:3](=[O:38])[C:4]1[CH:9]=[CH:8][CH:7]=[C:6]([N:10]2[C:14]([NH:15][C:16]([NH:18][C:19]3[CH:24]=[CH:23][C:22]([O:25][C:26]4[CH:31]=[CH:30][N:29]=[C:28]([CH3:32])[CH:27]=4)=[CH:21][C:20]=3[F:33])=[O:17])=[CH:13][C:12]([C:34]([CH3:37])([CH3:36])[CH3:35])=[N:11]2)[CH:5]=1.COC(=O)C1C=CC(N2C(NC(NC3C=CC(OC4C=CN=C(C)C=4)=CC=3F)=O)=CC(C(C)(C)C)=N2)=CC=1.[OH-].[K+]. The catalyst is CO.O. The product is [C:34]([C:12]1[CH:13]=[C:14]([NH:15][C:16]([NH:18][C:19]2[CH:24]=[CH:23][C:22]([O:25][C:26]3[CH:31]=[CH:30][N:29]=[C:28]([CH3:32])[CH:27]=3)=[CH:21][C:20]=2[F:33])=[O:17])[N:10]([C:6]2[CH:5]=[C:4]([CH:9]=[CH:8][CH:7]=2)[C:3]([OH:38])=[O:2])[N:11]=1)([CH3:37])([CH3:35])[CH3:36]. The yield is 0.980. (4) The reactants are [F:1][C:2]1[CH:7]=[CH:6][C:5]([CH:8]2[C:17]([CH3:19])([CH3:18])[CH2:16][C:15]3[C:10](=[CH:11][CH:12]=[C:13]([C:20]([O:22][CH3:23])=[O:21])[CH:14]=3)[NH:9]2)=[CH:4][C:3]=1[N+:24]([O-])=O.C(N(CC)C(C)C)(C)C.[Cl:36][C:37]1[CH:45]=[C:44]([F:46])[CH:43]=[CH:42][C:38]=1[C:39](Cl)=[O:40]. The catalyst is ClCCl. The product is [Cl:36][C:37]1[CH:45]=[C:44]([F:46])[CH:43]=[CH:42][C:38]=1[C:39]([NH:24][C:3]1[CH:4]=[C:5]([CH:8]2[C:17]([CH3:19])([CH3:18])[CH2:16][C:15]3[C:10](=[CH:11][CH:12]=[C:13]([C:20]([O:22][CH3:23])=[O:21])[CH:14]=3)[NH:9]2)[CH:6]=[CH:7][C:2]=1[F:1])=[O:40]. The yield is 0.760.